Dataset: Full USPTO retrosynthesis dataset with 1.9M reactions from patents (1976-2016). Task: Predict the reactants needed to synthesize the given product. (1) Given the product [F:64][C:58]1[C:59]([CH3:63])=[CH:60][CH:61]=[CH:62][C:57]=1[C@H:55]1[C@@H:54]([CH3:65])[N:53]([CH2:66][C:67]([F:69])([F:70])[F:68])[C:52](=[O:71])[C@@H:51]([NH:50][C:45]([C:43]2[CH:44]=[C:39]3[CH2:38][C@@:30]4([C:31]5[C:32](=[N:33][CH:34]=[CH:35][CH:36]=5)[NH:37][C:29]4=[O:28])[CH2:48][C:40]3=[N:41][CH:42]=2)=[O:47])[CH2:56]1, predict the reactants needed to synthesize it. The reactants are: F[P-](F)(F)(F)(F)F.N1(O[P+](N(C)C)(N(C)C)N(C)C)C2C=CC=CC=2N=N1.[O:28]=[C:29]1[NH:37][C:32]2=[N:33][CH:34]=[CH:35][CH:36]=[C:31]2[C@@:30]21[CH2:48][C:40]1=[N:41][CH:42]=[C:43]([C:45]([OH:47])=O)[CH:44]=[C:39]1[CH2:38]2.Cl.[NH2:50][C@H:51]1[CH2:56][C@@H:55]([C:57]2[CH:62]=[CH:61][CH:60]=[C:59]([CH3:63])[C:58]=2[F:64])[C@@H:54]([CH3:65])[N:53]([CH2:66][C:67]([F:70])([F:69])[F:68])[C:52]1=[O:71].C(N(CC)C(C)C)(C)C. (2) Given the product [CH3:17][C:16]1[C:11]([CH2:10][CH2:9][C:8]2[CH:38]=[CH:39][CH:40]=[CH:41][C:7]=2[C:4]2([C:1]([NH2:2])=[O:3])[CH2:6][CH2:5]2)=[N:12][C:13]([NH:18][C:19]2[CH:24]=[N:23][C:22]([CH:25]3[CH2:30][CH2:29][NH:28][CH2:27][CH2:26]3)=[CH:21][CH:20]=2)=[N:14][CH:15]=1, predict the reactants needed to synthesize it. The reactants are: [C:1]([C:4]1([C:7]2[CH:41]=[CH:40][CH:39]=[CH:38][C:8]=2[CH2:9][CH2:10][C:11]2[C:16]([CH3:17])=[CH:15][N:14]=[C:13]([NH:18][C:19]3[CH:20]=[CH:21][C:22]([CH:25]4[CH2:30][CH2:29][N:28](C(OC(C)(C)C)=O)[CH2:27][CH2:26]4)=[N:23][CH:24]=3)[N:12]=2)[CH2:6][CH2:5]1)(=[O:3])[NH2:2].C(O)(C(F)(F)F)=O.C([O-])(O)=O.[Na+].[OH-].[Na+]. (3) Given the product [CH3:24][O:23][C:21](=[O:22])[CH:20]=[C:26]1[CH2:31][N:30]([C:32]([O:34][CH2:35][C:36]2[CH:41]=[CH:40][CH:39]=[CH:38][CH:37]=2)=[O:33])[C@H:29]([C:42]([O:44][CH2:45][C:46]2[CH:47]=[CH:48][CH:49]=[CH:50][CH:51]=2)=[O:43])[C@@H:28]([C:52]([O:54][C:55]([CH3:56])([CH3:57])[CH3:58])=[O:53])[CH2:27]1, predict the reactants needed to synthesize it. The reactants are: C1(P(=[CH:20][C:21]([O:23][CH3:24])=[O:22])(C2C=CC=CC=2)C2C=CC=CC=2)C=CC=CC=1.O=[C:26]1[CH2:31][N:30]([C:32]([O:34][CH2:35][C:36]2[CH:41]=[CH:40][CH:39]=[CH:38][CH:37]=2)=[O:33])[C@H:29]([C:42]([O:44][CH2:45][C:46]2[CH:51]=[CH:50][CH:49]=[CH:48][CH:47]=2)=[O:43])[C@@H:28]([C:52]([O:54][C:55]([CH3:58])([CH3:57])[CH3:56])=[O:53])[CH2:27]1. (4) Given the product [CH2:1]([O:3][C:4]1[CH:12]=[CH:11][C:10]([C:13]([F:16])([F:15])[F:14])=[CH:9][C:5]=1[C:6]([Cl:19])=[O:7])[CH3:2], predict the reactants needed to synthesize it. The reactants are: [CH2:1]([O:3][C:4]1[CH:12]=[CH:11][C:10]([C:13]([F:16])([F:15])[F:14])=[CH:9][C:5]=1[C:6](O)=[O:7])[CH3:2].O=S(Cl)[Cl:19]. (5) Given the product [N:27]1([C:2]2[N:3]=[C:4]([N:21]3[CH2:26][CH2:25][O:24][CH2:23][CH2:22]3)[C:5]3[S:10][C:9]([CH2:11][N:12]4[CH2:17][CH2:16][CH:15]([N:18]([CH3:20])[CH3:19])[CH2:14][CH2:13]4)=[CH:8][C:6]=3[N:7]=2)[C:35]2[C:30](=[CH:31][CH:32]=[CH:33][CH:34]=2)[CH2:29][CH2:28]1, predict the reactants needed to synthesize it. The reactants are: Cl[C:2]1[N:3]=[C:4]([N:21]2[CH2:26][CH2:25][O:24][CH2:23][CH2:22]2)[C:5]2[S:10][C:9]([CH2:11][N:12]3[CH2:17][CH2:16][CH:15]([N:18]([CH3:20])[CH3:19])[CH2:14][CH2:13]3)=[CH:8][C:6]=2[N:7]=1.[NH:27]1[C:35]2[C:30](=[CH:31][CH:32]=[CH:33][CH:34]=2)[CH2:29][CH2:28]1.C1(C)C=CC(S(O)(=O)=O)=CC=1. (6) Given the product [NH2:7][C:8]([C:14]1[CH:19]=[C:18]([Br:20])[CH:17]=[CH:16][C:15]=1[F:21])([CH:9]([F:10])[F:11])[CH2:12][OH:13], predict the reactants needed to synthesize it. The reactants are: C(OC(=O)[NH:7][C:8]([C:14]1[CH:19]=[C:18]([Br:20])[CH:17]=[CH:16][C:15]=1[F:21])([CH2:12][OH:13])[CH:9]([F:11])[F:10])(C)(C)C. (7) Given the product [CH3:19][O:18][C:16]([C:12]1[CH:11]=[C:10]([CH2:9][CH2:8][CH2:7][C@H:3]([NH:2][C:42](=[O:43])[C@H:25]([CH2:24][C:23]2[CH:45]=[CH:46][CH:47]=[C:21]([CH3:20])[CH:22]=2)[NH:26][C:27](=[O:41])[CH:28]([C:29]2[CH:34]=[CH:33][CH:32]=[CH:31][CH:30]=2)[C:35]2[CH:36]=[CH:37][CH:38]=[CH:39][CH:40]=2)[C:4]([NH2:6])=[O:5])[CH:15]=[CH:14][CH:13]=1)=[O:17], predict the reactants needed to synthesize it. The reactants are: Cl.[NH2:2][C@@H:3]([CH2:7][CH2:8][CH2:9][C:10]1[CH:15]=[CH:14][CH:13]=[C:12]([C:16]([O:18][CH3:19])=[O:17])[CH:11]=1)[C:4]([NH2:6])=[O:5].[CH3:20][C:21]1[CH:22]=[C:23]([CH:45]=[CH:46][CH:47]=1)[CH2:24][C@@H:25]([C:42](O)=[O:43])[NH:26][C:27](=[O:41])[CH:28]([C:35]1[CH:40]=[CH:39][CH:38]=[CH:37][CH:36]=1)[C:29]1[CH:34]=[CH:33][CH:32]=[CH:31][CH:30]=1.O.ON1C2C=CC=CC=2N=N1.CN1CCOCC1.Cl.CN(C)CCCN=C=NCC.